Dataset: Forward reaction prediction with 1.9M reactions from USPTO patents (1976-2016). Task: Predict the product of the given reaction. (1) Given the reactants [Cl:1][C:2]1[CH:3]=[N:4][C:5]([NH:8][CH2:9][C@@H:10]2[C@H:15]([CH3:16])[CH2:14][CH2:13][CH2:12][NH:11]2)=[N:6][CH:7]=1.C(NC(C)C)(C)C.[F:24][C:25]([F:37])([F:36])[O:26][C:27]1[CH:35]=[CH:34][CH:33]=[CH:32][C:28]=1[C:29](Cl)=[O:30], predict the reaction product. The product is: [Cl:1][C:2]1[CH:3]=[N:4][C:5]([NH:8][CH2:9][C@@H:10]2[C@H:15]([CH3:16])[CH2:14][CH2:13][CH2:12][N:11]2[C:29]([C:28]2[CH:32]=[CH:33][CH:34]=[CH:35][C:27]=2[O:26][C:25]([F:24])([F:36])[F:37])=[O:30])=[N:6][CH:7]=1. (2) Given the reactants [CH2:1]([CH:6]1[CH2:11][CH2:10][CH:9]([OH:12])[CH2:8][CH2:7]1)[CH2:2][CH2:3][CH2:4][CH3:5].S(OC)(O[CH3:17])(=O)=O, predict the reaction product. The product is: [CH3:17][O:12][CH:9]1[CH2:8][CH2:7][CH:6]([CH2:1][CH2:2][CH2:3][CH2:4][CH3:5])[CH2:11][CH2:10]1. (3) Given the reactants [CH2:1]([C:3]1[CH:8]=[CH:7][C:6]([C:9]2[CH:14]=[CH:13][C:12]([C:15]3[Se:19][C:18]([CH:20]=O)=[CH:17][CH:16]=3)=[C:11]([F:22])[CH:10]=2)=[CH:5][CH:4]=1)[CH3:2].[CH3:23]C(C)([O-])C.[K+].O.Cl, predict the reaction product. The product is: [CH2:1]([C:3]1[CH:8]=[CH:7][C:6]([C:9]2[CH:14]=[CH:13][C:12]([C:15]3[Se:19][C:18]([CH:20]=[CH2:23])=[CH:17][CH:16]=3)=[C:11]([F:22])[CH:10]=2)=[CH:5][CH:4]=1)[CH3:2]. (4) Given the reactants [OH:1][C:2]1[CH:7]=[CH:6][N:5]([C:8]2[CH:9]=[C:10]3[C:14](=[CH:15][CH:16]=2)[N:13]([CH2:17][CH2:18][N:19]2[CH2:23][CH2:22][CH2:21][CH2:20]2)[N:12]=[CH:11]3)[C:4](=[O:24])[CH:3]=1.Br[CH:26]([C:28]1[CH:33]=[CH:32][CH:31]=[CH:30][CH:29]=1)[CH3:27], predict the reaction product. The product is: [C:28]1([CH:26]([O:1][C:2]2[CH:7]=[CH:6][N:5]([C:8]3[CH:9]=[C:10]4[C:14](=[CH:15][CH:16]=3)[N:13]([CH2:17][CH2:18][N:19]3[CH2:23][CH2:22][CH2:21][CH2:20]3)[N:12]=[CH:11]4)[C:4](=[O:24])[CH:3]=2)[CH3:27])[CH:33]=[CH:32][CH:31]=[CH:30][CH:29]=1. (5) Given the reactants Cl[C:2]1[N:7]=[C:6]([C:8]2[CH:13]=[CH:12][C:11]([F:14])=[CH:10][C:9]=2[F:15])[C:5]([F:16])=[CH:4][N:3]=1.[NH2:17][C:18]1[CH:19]=[C:20]([CH2:30][OH:31])[CH:21]=[C:22]([S:24]([F:29])([F:28])([F:27])([F:26])[F:25])[CH:23]=1.C(O)CCC, predict the reaction product. The product is: [F:15][C:9]1[CH:10]=[C:11]([F:14])[CH:12]=[CH:13][C:8]=1[C:6]1[C:5]([F:16])=[CH:4][N:3]=[C:2]([NH:17][C:18]2[CH:19]=[C:20]([CH2:30][OH:31])[CH:21]=[C:22]([S:24]([F:29])([F:25])([F:26])([F:27])[F:28])[CH:23]=2)[N:7]=1. (6) Given the reactants [F:1][C:2]1[CH:7]=[C:6]([O:8][CH3:9])[CH:5]=[CH:4][C:3]=1[C:10]1[C:15]([CH:16]([CH2:21][CH2:22][CH3:23])[C:17]([O:19]C)=[O:18])=[C:14]([CH3:24])[N:13]=[C:12]([N:25]2[CH2:30][CH2:29][CH2:28][CH2:27][CH2:26]2)[N:11]=1.[OH-].[Na+], predict the reaction product. The product is: [F:1][C:2]1[CH:7]=[C:6]([O:8][CH3:9])[CH:5]=[CH:4][C:3]=1[C:10]1[C:15]([CH:16]([CH2:21][CH2:22][CH3:23])[C:17]([OH:19])=[O:18])=[C:14]([CH3:24])[N:13]=[C:12]([N:25]2[CH2:26][CH2:27][CH2:28][CH2:29][CH2:30]2)[N:11]=1.